Dataset: Forward reaction prediction with 1.9M reactions from USPTO patents (1976-2016). Task: Predict the product of the given reaction. (1) Given the reactants C(Cl)(=O)C(Cl)=O.[Cl:7][C:8]1[N:13]=[C:12]([C:14]([OH:16])=O)[CH:11]=[C:10]([C:17]2[CH:22]=[CH:21][C:20]([C:23]([F:26])([F:25])[F:24])=[CH:19][CH:18]=2)[N:9]=1.[CH3:27][NH:28][CH3:29].C(=O)([O-])O.[Na+], predict the reaction product. The product is: [CH3:27][N:28]([CH3:29])[C:14]([C:12]1[CH:11]=[C:10]([C:17]2[CH:22]=[CH:21][C:20]([C:23]([F:26])([F:25])[F:24])=[CH:19][CH:18]=2)[N:9]=[C:8]([Cl:7])[N:13]=1)=[O:16]. (2) Given the reactants [C:1]1([CH2:7][C:8]([C:10]2[CH:15]=[C:14]([F:16])[C:13]([F:17])=[C:12]([F:18])[CH:11]=2)=[O:9])[CH:6]=[CH:5][CH:4]=[CH:3][CH:2]=1.C1C(=O)N(Br)C(=[O:22])C1, predict the reaction product. The product is: [C:1]1([C:7](=[O:22])[C:8]([C:10]2[CH:11]=[C:12]([F:18])[C:13]([F:17])=[C:14]([F:16])[CH:15]=2)=[O:9])[CH:2]=[CH:3][CH:4]=[CH:5][CH:6]=1.